Dataset: Full USPTO retrosynthesis dataset with 1.9M reactions from patents (1976-2016). Task: Predict the reactants needed to synthesize the given product. Given the product [CH:39]([S:36]([NH:35][C:33]1[CH:34]=[C:29]([CH:30]=[CH:31][C:32]=1[CH3:41])[C:27]([N:24]1[CH2:25][CH2:26][CH:21]([C:18]2[CH:19]=[CH:20][C:15]([C:13]([NH2:14])=[O:44])=[CH:16][CH:17]=2)[CH2:22][CH2:23]1)=[O:28])(=[O:38])=[O:37])=[CH2:40], predict the reactants needed to synthesize it. The reactants are: [OH-].C([N+](C)(C)C)C1C=CC=CC=1.[C:13]([C:15]1[CH:20]=[CH:19][C:18]([CH:21]2[CH2:26][CH2:25][N:24]([C:27]([C:29]3[CH:30]=[CH:31][C:32]([CH3:41])=[C:33]([NH:35][S:36]([CH:39]=[CH2:40])(=[O:38])=[O:37])[CH:34]=3)=[O:28])[CH2:23][CH2:22]2)=[CH:17][CH:16]=1)#[N:14].CC[O:44]C(C)=O.C(O)(=O)CC(CC(O)=O)(C(O)=O)O.